This data is from Full USPTO retrosynthesis dataset with 1.9M reactions from patents (1976-2016). The task is: Predict the reactants needed to synthesize the given product. (1) Given the product [CH3:26][O:23][C:3]1[CH:8]=[CH:7][C:6]([CH2:9][C:10]2[C:11](=[N:14][NH:15][C:16]3[CH:21]=[CH:20][CH:19]=[CH:18][CH:17]=3)[C:12]([NH2:13])=[N:24][N:25]=2)=[CH:5][CH:4]=1, predict the reactants needed to synthesize it. The reactants are: CO[C:3]1[CH:8]=[CH:7][C:6]([CH2:9][C:10](=O)[C:11](=[N:14][NH:15][C:16]2[CH:21]=[CH:20][CH:19]=[CH:18][CH:17]=2)[C:12]#[N:13])=[CH:5][CH:4]=1.[OH2:23].[NH2:24][NH2:25].[CH2:26](O)C. (2) Given the product [F:4][C:5]1[CH:10]=[C:9]([C:11]([F:14])([F:13])[F:12])[C:8]([C:15]2[CH:20]=[CH:19][N:18]=[C:17]([C:1]#[N:3])[CH:16]=2)=[CH:7][CH:6]=1, predict the reactants needed to synthesize it. The reactants are: [C:1](#[N:3])C.[F:4][C:5]1[CH:10]=[C:9]([C:11]([F:14])([F:13])[F:12])[C:8]([C:15]2[CH:20]=[CH:19][N+:18]([O-])=[CH:17][CH:16]=2)=[CH:7][CH:6]=1.C[Si](C#N)(C)C. (3) The reactants are: [Cl:1][C:2]1[C:7]([Cl:8])=[CH:6][N:5]=[C:4]([N:9]=[C:10]=S)[CH:3]=1.C(N(CC)CC)C.Cl.Cl.[NH2:21][CH2:22][C@@:23]1([OH:31])[CH:28]2[CH2:29][CH2:30][N:25]([CH2:26][CH2:27]2)[CH2:24]1.C(N=C=NC(C)C)(C)C. Given the product [Cl:1][C:2]1[C:7]([Cl:8])=[CH:6][N:5]=[C:4]([NH:9][C:10]2[O:31][C@:23]3([CH2:22][N:21]=2)[CH:28]2[CH2:29][CH2:30][N:25]([CH2:26][CH2:27]2)[CH2:24]3)[CH:3]=1, predict the reactants needed to synthesize it. (4) The reactants are: Cl[C:2]1[N:3]=[C:4]([N:20]2[CH2:25][CH2:24][O:23][CH2:22][CH2:21]2)[C:5]2[S:10][C:9]([N:11]([CH3:19])[CH:12]3[CH2:17][CH2:16][N:15]([CH3:18])[CH2:14][CH2:13]3)=[N:8][C:6]=2[N:7]=1.[NH2:26][C:27]1[CH:32]=[CH:31][C:30](B2OC(C)(C)C(C)(C)O2)=[CH:29][N:28]=1.C([O-])(=O)C.[K+]. Given the product [NH2:26][C:27]1[N:28]=[CH:29][C:30]([C:2]2[N:3]=[C:4]([N:20]3[CH2:25][CH2:24][O:23][CH2:22][CH2:21]3)[C:5]3[S:10][C:9]([N:11]([CH3:19])[CH:12]4[CH2:17][CH2:16][N:15]([CH3:18])[CH2:14][CH2:13]4)=[N:8][C:6]=3[N:7]=2)=[CH:31][CH:32]=1, predict the reactants needed to synthesize it.